This data is from NCI-60 drug combinations with 297,098 pairs across 59 cell lines. The task is: Regression. Given two drug SMILES strings and cell line genomic features, predict the synergy score measuring deviation from expected non-interaction effect. (1) Drug 1: C1=CC(=CC=C1CC(C(=O)O)N)N(CCCl)CCCl.Cl. Drug 2: C1=CC(=CC=C1CCCC(=O)O)N(CCCl)CCCl. Cell line: UACC-257. Synergy scores: CSS=10.5, Synergy_ZIP=0.247, Synergy_Bliss=5.45, Synergy_Loewe=0.937, Synergy_HSA=2.57. (2) Drug 1: C1CNP(=O)(OC1)N(CCCl)CCCl. Drug 2: CN1C(=O)N2C=NC(=C2N=N1)C(=O)N. Cell line: UACC62. Synergy scores: CSS=16.7, Synergy_ZIP=8.13, Synergy_Bliss=12.0, Synergy_Loewe=6.10, Synergy_HSA=7.06. (3) Drug 2: CN(C(=O)NC(C=O)C(C(C(CO)O)O)O)N=O. Cell line: HS 578T. Synergy scores: CSS=4.68, Synergy_ZIP=0.491, Synergy_Bliss=-0.0113, Synergy_Loewe=-2.94, Synergy_HSA=-4.09. Drug 1: CC1=C(C=C(C=C1)C(=O)NC2=CC(=CC(=C2)C(F)(F)F)N3C=C(N=C3)C)NC4=NC=CC(=N4)C5=CN=CC=C5. (4) Drug 1: CC1=C(C=C(C=C1)NC2=NC=CC(=N2)N(C)C3=CC4=NN(C(=C4C=C3)C)C)S(=O)(=O)N.Cl. Drug 2: C1=NC2=C(N1)C(=S)N=CN2. Cell line: SF-539. Synergy scores: CSS=16.1, Synergy_ZIP=-16.0, Synergy_Bliss=-19.7, Synergy_Loewe=-16.3, Synergy_HSA=-15.8.